This data is from Forward reaction prediction with 1.9M reactions from USPTO patents (1976-2016). The task is: Predict the product of the given reaction. (1) Given the reactants [CH3:1][O:2][C:3]1[CH:4]=[C:5]2[C:9](=[CH:10][C:11]=1[O:12][CH3:13])[C:8](=[O:14])[CH2:7][CH2:6]2.[CH2:15](Br)[CH:16]=[CH2:17], predict the reaction product. The product is: [CH2:17]([CH:7]1[CH2:6][C:5]2[C:9](=[CH:10][C:11]([O:12][CH3:13])=[C:3]([O:2][CH3:1])[CH:4]=2)[C:8]1=[O:14])[CH:16]=[CH2:15]. (2) Given the reactants Br[C:2]1[CH:3]=[C:4]([N:8]([CH3:12])[C:9](=[O:11])[CH3:10])[CH:5]=[CH:6][CH:7]=1.P([O-])([O-])([O-])=O.[K+].[K+].[K+].[CH2:21]([N:23]1[CH2:28][CH2:27][NH:26][CH2:25][CH2:24]1)[CH3:22], predict the reaction product. The product is: [CH2:21]([N:23]1[CH2:28][CH2:27][N:26]([C:2]2[CH:3]=[C:4]([N:8]([CH3:12])[C:9](=[O:11])[CH3:10])[CH:5]=[CH:6][CH:7]=2)[CH2:25][CH2:24]1)[CH3:22]. (3) Given the reactants F[P-](F)(F)(F)(F)F.N1(OC(N(C)C)=[N+](C)C)C2N=CC=CC=2N=N1.C(N(CC)CC)C.[OH:32][C:33]([CH3:50])([CH2:48][CH3:49])[CH2:34][C:35]([NH:37][C:38]1[CH:39]=[C:40]2[C:45](=[CH:46][CH:47]=1)[CH2:44][NH:43][CH2:42][CH2:41]2)=[O:36].[N:51]1[CH:56]=[CH:55][CH:54]=[C:53]([O:57][CH2:58][C:59](O)=[O:60])[CH:52]=1, predict the reaction product. The product is: [OH:32][C:33]([CH3:50])([CH2:48][CH3:49])[CH2:34][C:35]([NH:37][C:38]1[CH:39]=[C:40]2[C:45](=[CH:46][CH:47]=1)[CH2:44][N:43]([C:59](=[O:60])[CH2:58][O:57][C:53]1[CH:52]=[N:51][CH:56]=[CH:55][CH:54]=1)[CH2:42][CH2:41]2)=[O:36]. (4) Given the reactants [CH2:1]([N:3]1[CH:8]2[CH2:9][CH2:10][CH:4]1[CH2:5][CH:6]([C:11]1[N:16]3[N:17]=[C:18]([C:36]4[CH:41]=[CH:40][N:39]=[CH:38][CH:37]=4)[C:19]([C:20]4[CH:25]=[CH:24][C:23]([NH:26]C(=O)OC(C)(C)C)=[C:22]([O:34][CH3:35])[CH:21]=4)=[C:15]3[N:14]=[CH:13][CH:12]=1)[CH2:7]2)[CH3:2].FC(F)(F)C(O)=O, predict the reaction product. The product is: [CH2:1]([N:3]1[CH:4]2[CH2:10][CH2:9][CH:8]1[CH2:7][CH:6]([C:11]1[N:16]3[N:17]=[C:18]([C:36]4[CH:37]=[CH:38][N:39]=[CH:40][CH:41]=4)[C:19]([C:20]4[CH:25]=[CH:24][C:23]([NH2:26])=[C:22]([O:34][CH3:35])[CH:21]=4)=[C:15]3[N:14]=[CH:13][CH:12]=1)[CH2:5]2)[CH3:2]. (5) Given the reactants [C:1]([C:5]1[N:6]=[C:7]([N:16]2[CH2:20][CH2:19][C:18]([F:22])([F:21])[CH2:17]2)[C:8]2[C:9](=[N:11][N:12]([CH2:14][CH3:15])[N:13]=2)[N:10]=1)([CH3:4])([CH3:3])[CH3:2].C(C1N=C(N2CCC(F)(F)C2)C2N=NNC=2N=1)(C)(C)C.BrC1C[O:46][CH2:45]1, predict the reaction product. The product is: [C:1]([C:5]1[N:6]=[C:7]([N:16]2[CH2:20][CH2:19][C:18]([F:21])([F:22])[CH2:17]2)[C:8]2[C:9](=[N:11][N:12]([CH:14]3[CH2:45][O:46][CH2:15]3)[N:13]=2)[N:10]=1)([CH3:2])([CH3:3])[CH3:4]. (6) Given the reactants [CH3:1][O:2][C:3]([NH:5][C@:6]([C:12]([N:14]1[C@@H:18]([CH3:19])[CH2:17][CH2:16][C@H:15]1[C:20]1[NH:21][C:22]([C:25]2[CH:30]=[CH:29][C:28]([C:31]3[CH:36]=[CH:35][C:34]([C:37]4[NH:41][C:40]([C@@H:42]5[CH2:46][C@H:45]([CH2:47][O:48][CH3:49])[CH2:44][N:43]5[C:50](=[O:61])[C@@H:51]([NH:56][C:57](=[O:60])[O:58][CH3:59])[C@H:52]([O:54][CH3:55])[CH3:53])=[N:39][CH:38]=4)=[CH:33][CH:32]=3)=[CH:27][CH:26]=2)=[CH:23][N:24]=1)=[O:13])([C@@H:8]([CH3:11])[O:9][CH3:10])[NH2:7])=[O:4].[Cl:62]N1C(=O)CCC1=O, predict the reaction product. The product is: [Cl:62][C:38]1[N:39]=[C:40]([C@@H:42]2[CH2:46][C@H:45]([CH2:47][O:48][CH3:49])[CH2:44][N:43]2[C:50](=[O:61])[C@@H:51]([NH:56][C:57](=[O:60])[O:58][CH3:59])[C@H:52]([O:54][CH3:55])[CH3:53])[NH:41][C:37]=1[C:34]1[CH:35]=[CH:36][C:31]([C:28]2[CH:27]=[CH:26][C:25]([C:22]3[NH:21][C:20]([C@@H:15]4[CH2:16][CH2:17][C@H:18]([CH3:19])[N:14]4[C:12](=[O:13])[C@@:6]([NH:5][C:3]([O:2][CH3:1])=[O:4])([C@@H:8]([CH3:11])[O:9][CH3:10])[NH2:7])=[N:24][CH:23]=3)=[CH:30][CH:29]=2)=[CH:32][CH:33]=1. (7) Given the reactants [Cl:1][C:2]1[CH:7]=[CH:6][CH:5]=[C:4]([F:8])[C:3]=1[C:9]1[N:13]=[C:12]([C:14]2[CH:18]=[C:17]([C:19]3[CH:24]=[CH:23][C:22]([O:25][C:26]([F:29])([F:28])[F:27])=[CH:21][CH:20]=3)[S:16][CH:15]=2)[N:11]([CH3:30])[N:10]=1.[Br:31]Br.O, predict the reaction product. The product is: [Cl:1][C:2]1[CH:7]=[CH:6][CH:5]=[C:4]([F:8])[C:3]=1[C:9]1[N:13]=[C:12]([C:14]2[CH:18]=[C:17]([C:19]3[CH:20]=[CH:21][C:22]([O:25][C:26]([F:29])([F:28])[F:27])=[CH:23][CH:24]=3)[S:16][C:15]=2[Br:31])[N:11]([CH3:30])[N:10]=1. (8) Given the reactants [CH3:1][O:2][N:3]=[C:4]1[CH2:8][N:7]([C:9]([C:11]2[CH:16]=[CH:15][C:14]([C:17]3[CH:22]=[CH:21][CH:20]=[CH:19][C:18]=3[CH3:23])=[CH:13][CH:12]=2)=[O:10])[C@H:6]([C:24](O)=[O:25])[CH2:5]1.C([N:29](CC)CC)C.ClC(OCC)=O, predict the reaction product. The product is: [NH3:3].[CH3:1][O:2][N:3]=[C:4]1[CH2:8][N:7]([C:9]([C:11]2[CH:16]=[CH:15][C:14]([C:17]3[CH:22]=[CH:21][CH:20]=[CH:19][C:18]=3[CH3:23])=[CH:13][CH:12]=2)=[O:10])[C@H:6]([C:24]([NH2:29])=[O:25])[CH2:5]1.